From a dataset of Peptide-MHC class II binding affinity with 134,281 pairs from IEDB. Regression. Given a peptide amino acid sequence and an MHC pseudo amino acid sequence, predict their binding affinity value. This is MHC class II binding data. (1) The peptide sequence is AAATAGTTVYGAFAA. The MHC is H-2-IAk with pseudo-sequence H-2-IAk. The binding affinity (normalized) is 0.279. (2) The peptide sequence is ALEDDLLNRNNSFKP. The MHC is HLA-DQA10501-DQB10301 with pseudo-sequence HLA-DQA10501-DQB10301. The binding affinity (normalized) is 0.0240. (3) The binding affinity (normalized) is 0.584. The peptide sequence is TAGVFAAPTLMSFLR. The MHC is DRB1_0901 with pseudo-sequence DRB1_0901. (4) The peptide sequence is TLVSAVAANELGMLED. The MHC is DRB1_0301 with pseudo-sequence DRB1_0301. The binding affinity (normalized) is 0.464. (5) The peptide sequence is ITDDNEEPIAP. The MHC is DRB1_0301 with pseudo-sequence DRB1_0301. The binding affinity (normalized) is 0.215.